Dataset: Full USPTO retrosynthesis dataset with 1.9M reactions from patents (1976-2016). Task: Predict the reactants needed to synthesize the given product. (1) Given the product [ClH:29].[Cl:29][C:22]1[C:23]2[C:18](=[C:17]([S:14]([N:11]3[CH2:12][CH2:13][NH:8][CH2:9][CH2:10]3)(=[O:16])=[O:15])[CH:26]=[CH:25][C:24]=2[O:27][CH3:28])[CH:19]=[CH:20][N:21]=1, predict the reactants needed to synthesize it. The reactants are: C(OC([N:8]1[CH2:13][CH2:12][N:11]([S:14]([C:17]2[C:18]3[CH:19]=[CH:20][N:21]=[C:22]([Cl:29])[C:23]=3[C:24]([O:27][CH3:28])=[CH:25][CH:26]=2)(=[O:16])=[O:15])[CH2:10][CH2:9]1)=O)(C)(C)C.O1CCOCC1.Cl. (2) Given the product [Br:1][C:2]1[CH:3]=[C:4]([CH:8]=[CH:9][C:10]=1[CH3:11])[C:5]([NH:30][CH2:29][CH:28]([O:31][CH3:32])[O:27][CH3:26])=[O:7], predict the reactants needed to synthesize it. The reactants are: [Br:1][C:2]1[CH:3]=[C:4]([CH:8]=[CH:9][C:10]=1[CH3:11])[C:5]([OH:7])=O.CN1CCOCC1.C(OC(Cl)=O)(C)C.[CH3:26][O:27][CH:28]([O:31][CH3:32])[CH2:29][NH2:30]. (3) Given the product [CH3:15][O:14][C:12]1[C:11]([C:16]([F:19])([F:18])[F:17])=[CH:10][C:9]2[NH:20][C:21](=[O:37])[CH2:22][C:23]([C:25]3[CH:30]=[CH:29][CH:28]=[C:27]([C:31]4[O:35][N:34]=[C:33]([CH3:36])[CH:32]=4)[CH:26]=3)=[N:7][C:8]=2[CH:13]=1, predict the reactants needed to synthesize it. The reactants are: C(OC(=O)[NH:7][C:8]1[CH:13]=[C:12]([O:14][CH3:15])[C:11]([C:16]([F:19])([F:18])[F:17])=[CH:10][C:9]=1[NH:20][C:21](=[O:37])[CH2:22][C:23]([C:25]1[CH:30]=[CH:29][CH:28]=[C:27]([C:31]2[O:35][N:34]=[C:33]([CH3:36])[CH:32]=2)[CH:26]=1)=O)(C)(C)C.C(O)(C(F)(F)F)=O. (4) Given the product [NH2:11][C:4]1[CH:3]=[C:2]([Br:1])[CH:7]=[CH:6][C:5]=1[C:8](=[O:10])[CH3:9], predict the reactants needed to synthesize it. The reactants are: [Br:1][C:2]1[CH:7]=[CH:6][C:5]([C:8](=[O:10])[CH3:9])=[C:4]([N+:11]([O-])=O)[CH:3]=1.[OH-].[Na+].